This data is from Forward reaction prediction with 1.9M reactions from USPTO patents (1976-2016). The task is: Predict the product of the given reaction. (1) Given the reactants [CH:1]1([NH:4][C:5](=[O:30])[C:6]2[CH:11]=[CH:10][C:9]([CH3:12])=[C:8]([C:13]3[CH:14]=[C:15]4[C:20](=[CH:21][CH:22]=3)[C:19](=[O:23])[N:18]([CH2:24][CH:25]3[CH2:27][CH2:26]3)[CH:17]=[C:16]4[CH:28]=O)[CH:7]=2)[CH2:3][CH2:2]1.[CH3:31][N:32]([CH3:36])[CH2:33][CH2:34][NH2:35], predict the reaction product. The product is: [CH:1]1([NH:4][C:5](=[O:30])[C:6]2[CH:11]=[CH:10][C:9]([CH3:12])=[C:8]([C:13]3[CH:14]=[C:15]4[C:20](=[CH:21][CH:22]=3)[C:19](=[O:23])[N:18]([CH2:24][CH:25]3[CH2:26][CH2:27]3)[CH:17]=[C:16]4[CH2:28][NH:35][CH2:34][CH2:33][N:32]([CH3:36])[CH3:31])[CH:7]=2)[CH2:3][CH2:2]1. (2) Given the reactants [NH2:1][C@@H:2]([CH2:20][C:21]1[CH:26]=[CH:25][C:24]([C:27]([F:30])([F:29])[F:28])=[CH:23][CH:22]=1)[CH2:3][NH:4][C:5]1[S:9][C:8]([C:10]2[CH:11]=[C:12]3[C:16](=[CH:17][CH:18]=2)[NH:15][C:14](=[O:19])[CH2:13]3)=[N:7][N:6]=1.N.[CH3:32][C:33]([CH3:35])=O, predict the reaction product. The product is: [NH2:1][C@@H:2]([CH2:20][C:21]1[CH:22]=[CH:23][C:24]([C:27]([F:28])([F:29])[F:30])=[CH:25][CH:26]=1)[CH2:3][NH:4][C:5]1[S:9][C:8]([C:10]2[CH:11]=[C:12]3[C:16](=[CH:17][CH:18]=2)[NH:15][C:14](=[O:19])[C:13]3=[C:33]([CH3:35])[CH3:32])=[N:7][N:6]=1. (3) Given the reactants Br[CH2:2][CH:3]1[CH2:5][CH2:4]1.[OH:6][C@@H:7]1[CH2:11][CH2:10][N:9]([C:12]([C:14]2[S:22][C:21]3[C:16](=[N:17][CH:18]=[CH:19][C:20]=3[Cl:23])[CH:15]=2)=[O:13])[CH2:8]1, predict the reaction product. The product is: [Cl:23][C:20]1[CH:19]=[CH:18][N:17]=[C:16]2[CH:15]=[C:14]([C:12]([N:9]3[CH2:10][CH2:11][C@@H:7]([O:6][CH2:2][CH:3]4[CH2:5][CH2:4]4)[CH2:8]3)=[O:13])[S:22][C:21]=12. (4) Given the reactants [Br:1][CH2:2][CH2:3][CH2:4][O:5][C:6]1[CH:15]=[CH:14][C:9]([C:10]([O:12][CH3:13])=[O:11])=[CH:8][C:7]=1[O:16][CH3:17].[N:18]([O-:20])=[O:19].[Na+].C(O)(=O)C.[N+]([O-])(O)=O, predict the reaction product. The product is: [CH3:17][O:16][C:7]1[C:6]([O:5][CH2:4][CH2:3][CH2:2][Br:1])=[CH:15][C:14]([N+:18]([O-:20])=[O:19])=[C:9]([CH:8]=1)[C:10]([O:12][CH3:13])=[O:11]. (5) Given the reactants [CH2:1]([O:3][C:4]([C:6]1[C:15](=O)[C:14]2[C:9](=[C:10]([O:17][CH3:18])[CH:11]=[CH:12][CH:13]=2)[NH:8][CH:7]=1)=[O:5])[CH3:2].P(Cl)(Cl)([Cl:21])=O, predict the reaction product. The product is: [CH2:1]([O:3][C:4]([C:6]1[CH:7]=[N:8][C:9]2[C:14]([C:15]=1[Cl:21])=[CH:13][CH:12]=[CH:11][C:10]=2[O:17][CH3:18])=[O:5])[CH3:2]. (6) Given the reactants [Cl:1][C:2]1[CH:7]=[CH:6][C:5]([C:8]2[N:9]([CH2:22][C@H:23]([OH:28])[C:24]([F:27])([F:26])[F:25])[C:10](=[O:21])[N:11]([CH2:13][C:14]3[N:18]=[C:17]([CH2:19][OH:20])[NH:16][N:15]=3)[N:12]=2)=[CH:4][CH:3]=1.[Cl:29][C:30]1[CH:35]=[CH:34][CH:33]=[CH:32][C:31]=1B(O)O.B(O)O, predict the reaction product. The product is: [Cl:1][C:2]1[CH:3]=[CH:4][C:5]([C:8]2[N:9]([CH2:22][C@H:23]([OH:28])[C:24]([F:25])([F:27])[F:26])[C:10](=[O:21])[N:11]([CH2:13][C:14]3[N:18]=[C:17]([CH2:19][OH:20])[N:16]([C:31]4[CH:32]=[CH:33][CH:34]=[CH:35][C:30]=4[Cl:29])[N:15]=3)[N:12]=2)=[CH:6][CH:7]=1. (7) Given the reactants [C:1](N1C=CN=C1)(N1C=CN=C1)=[O:2].[F:13][C:14]([F:24])([F:23])[C:15]1[CH:16]=[C:17]([NH2:22])[C:18]([NH2:21])=[N:19][CH:20]=1, predict the reaction product. The product is: [F:24][C:14]([F:13])([F:23])[C:15]1[CH:16]=[C:17]2[NH:22][C:1](=[O:2])[NH:21][C:18]2=[N:19][CH:20]=1. (8) The product is: [NH2:18][CH2:14][C:13]1([OH:15])[CH2:16][CH2:17][N:10]([C:8]([C:5]2[CH:6]=[CH:7][C:2]([F:1])=[CH:3][CH:4]=2)=[O:9])[CH2:11][CH2:12]1. Given the reactants [F:1][C:2]1[CH:7]=[CH:6][C:5]([C:8]([N:10]2[CH2:17][CH2:16][C:13]3([O:15][CH2:14]3)[CH2:12][CH2:11]2)=[O:9])=[CH:4][CH:3]=1.[NH3:18], predict the reaction product.